Dataset: Reaction yield outcomes from USPTO patents with 853,638 reactions. Task: Predict the reaction yield, written as a fraction of the theoretical maximum amount of product (1.0 means a 100% yield; for example, 0.34 means a 34% yield). (1) The reactants are [CH3:1][C:2]1[O:3][C:4]([C:10]([F:13])([F:12])[F:11])=[C:5]([C:7]([OH:9])=O)[N:6]=1.O1CCCC1.C(Cl)(=O)C(Cl)=O.[NH2:25][C:26]1[CH:27]=[C:28]([CH:45]=[CH:46][CH:47]=1)[O:29][C:30]1[CH:31]=[CH:32][C:33]2[N:34]([N:36]=[C:37]([NH:39][C:40]([CH:42]3[CH2:44][CH2:43]3)=[O:41])[N:38]=2)[CH:35]=1. The catalyst is CN(C)C=O.CN(C)C(=O)C. The product is [CH:42]1([C:40]([NH:39][C:37]2[N:38]=[C:33]3[CH:32]=[CH:31][C:30]([O:29][C:28]4[CH:27]=[C:26]([NH:25][C:7]([C:5]5[N:6]=[C:2]([CH3:1])[O:3][C:4]=5[C:10]([F:13])([F:12])[F:11])=[O:9])[CH:47]=[CH:46][CH:45]=4)=[CH:35][N:34]3[N:36]=2)=[O:41])[CH2:43][CH2:44]1. The yield is 0.670. (2) The catalyst is [Pd]. The product is [C:1]([O:7][CH2:8][N:9]1[C:13]2[N:14]=[CH:15][N:16]=[C:17]([C:18]3[CH:19]=[N:20][N:21]([CH:23]([CH:28]4[CH2:32][CH2:31][CH2:30][CH2:29]4)[CH2:24][C:25]([NH2:27])=[O:26])[CH:22]=3)[C:12]=2[CH:11]=[CH:10]1)(=[O:6])[C:2]([CH3:4])([CH3:5])[CH3:3]. The reactants are [C:1]([O:7][CH2:8][N:9]1[C:13]2[N:14]=[CH:15][N:16]=[C:17]([C:18]3[CH:19]=[N:20][N:21](/[C:23](/[CH:28]4[CH2:32][CH2:31][CH2:30][CH2:29]4)=[CH:24]\[C:25]([NH2:27])=[O:26])[CH:22]=3)[C:12]=2[CH:11]=[CH:10]1)(=[O:6])[C:2]([CH3:5])([CH3:4])[CH3:3].O1CCCC1.[H][H]. The yield is 0.990.